Task: Predict the product of the given reaction.. Dataset: Forward reaction prediction with 1.9M reactions from USPTO patents (1976-2016) (1) Given the reactants C1(C2C(C(N3C(=O)C4C(=CC=CC=4)C3=O)C)=NC3C(C=2OC)=CC(F)=CC=3)CC1.NN.[CH:32]1([C:35]2[C:36]([CH:48]([NH2:50])[CH3:49])=[N:37][C:38]3[C:43]([C:44]=2[O:45][CH3:46])=[CH:42][C:41]([F:47])=[CH:40][CH:39]=3)[CH2:34][CH2:33]1.[NH2:51][C:52]1[C:57]([C:58]#[N:59])=[C:56](Cl)[N:55]=[CH:54][N:53]=1.CCN(C(C)C)C(C)C, predict the reaction product. The product is: [NH2:51][C:52]1[C:57]([C:58]#[N:59])=[C:56]([NH:50][CH:48]([C:36]2[C:35]([CH:32]3[CH2:33][CH2:34]3)=[C:44]([O:45][CH3:46])[C:43]3[C:38](=[CH:39][CH:40]=[C:41]([F:47])[CH:42]=3)[N:37]=2)[CH3:49])[N:55]=[CH:54][N:53]=1. (2) Given the reactants [CH3:1][N:2]1[C:6]2[CH:7]=[C:8]([C:11]3[N:12]=[CH:13][NH:14][C:15]=3[C:16]3[CH:17]=[C:18]([CH3:22])[CH:19]=[CH:20][CH:21]=3)[CH:9]=[CH:10][C:5]=2[N:4]([C:23]2[CH:28]=[CH:27][CH:26]=[CH:25][CH:24]=2)[C:3]1=[O:29].[H-].[Na+].Cl[C:33]1[CH:38]=[N:37][CH:36]=[CH:35][N:34]=1, predict the reaction product. The product is: [CH3:1][N:2]1[C:6]2[CH:7]=[C:8]([C:11]3[N:12]([C:33]4[CH:38]=[N:37][CH:36]=[CH:35][N:34]=4)[CH2:13][NH:14][C:15]=3[C:16]3[CH:17]=[C:18]([CH3:22])[CH:19]=[CH:20][CH:21]=3)[CH:9]=[CH:10][C:5]=2[N:4]([C:23]2[CH:28]=[CH:27][CH:26]=[CH:25][CH:24]=2)[C:3]1=[O:29].